Task: Binary Classification. Given a T-cell receptor sequence (or CDR3 region) and an epitope sequence, predict whether binding occurs between them.. Dataset: TCR-epitope binding with 47,182 pairs between 192 epitopes and 23,139 TCRs The epitope is RLQSLQTYV. The TCR CDR3 sequence is CASSQVSGSGANVLTF. Result: 0 (the TCR does not bind to the epitope).